From a dataset of Catalyst prediction with 721,799 reactions and 888 catalyst types from USPTO. Predict which catalyst facilitates the given reaction. (1) Reactant: [F:1][C:2]1[CH:3]=[C:4]([C:10]2[N:11]=[C:12]([OH:19])[C:13]3[CH2:18][CH2:17][NH:16][C:14]=3[N:15]=2)[CH:5]=[CH:6][C:7]=1[O:8][CH3:9].C(N(CC)CC)C.[F:27][C:28]([F:41])([F:40])[S:29](O[S:29]([C:28]([F:41])([F:40])[F:27])(=[O:31])=[O:30])(=[O:31])=[O:30]. Product: [F:1][C:2]1[CH:3]=[C:4]([C:10]2[N:11]=[C:12]([O:19][S:29]([C:28]([F:41])([F:40])[F:27])(=[O:31])=[O:30])[C:13]3[CH2:18][CH2:17][NH:16][C:14]=3[N:15]=2)[CH:5]=[CH:6][C:7]=1[O:8][CH3:9]. The catalyst class is: 4. (2) Reactant: [NH2:1][C@H:2]1[CH2:7][CH2:6][CH2:5][CH2:4][C@H:3]1[NH:8][C:9]1[CH:10]=[C:11]([NH:17][C:18]2[CH:19]=[N:20][C:21]3[C:26]([CH:27]=2)=[CH:25][CH:24]=[CH:23][CH:22]=3)[C:12]([C:15]#[N:16])=[N:13][CH:14]=1.[OH-].[Na+].OO.CC(O)=[O:34]. Product: [NH2:1][C@H:2]1[CH2:7][CH2:6][CH2:5][CH2:4][C@H:3]1[NH:8][C:9]1[CH:10]=[C:11]([NH:17][C:18]2[CH:19]=[N:20][C:21]3[C:26]([CH:27]=2)=[CH:25][CH:24]=[CH:23][CH:22]=3)[C:12]([C:15]([NH2:16])=[O:34])=[N:13][CH:14]=1. The catalyst class is: 593. (3) Reactant: [CH3:1][NH:2][C:3](=[O:6])[CH2:4][OH:5].Cl[C:8](OC1C=CC([N+]([O-])=O)=CC=1)=[O:9].C(N(CC)C(C)C)(C)C.[C:29]1([C:35]2[CH:42]=[CH:41][C:38]([CH2:39][NH2:40])=[CH:37][CH:36]=2)[CH:34]=[CH:33][CH:32]=[CH:31][CH:30]=1. Product: [C:35]1([C:29]2[CH:30]=[CH:31][CH:32]=[CH:33][CH:34]=2)[CH:36]=[CH:37][C:38]([CH2:39][NH:40][C:8](=[O:9])[O:5][CH2:4][C:3]([NH:2][CH3:1])=[O:6])=[CH:41][CH:42]=1. The catalyst class is: 2. (4) Reactant: [ClH:1].Cl.C([O:5][C:6]([C@@H:8]1[CH2:17][C@@H:16]2[C@@H:11]([CH2:12][CH2:13][C@H:14]([CH2:18][N:19]3[C:23]([C:24]([O:26][CH2:27][CH3:28])=[O:25])=[CH:22][N:21]=[CH:20]3)[CH2:15]2)[CH2:10][NH:9]1)=[O:7])C. Product: [ClH:1].[ClH:1].[CH2:27]([O:26][C:24]([C:23]1[N:19]([CH2:18][C@H:14]2[CH2:13][CH2:12][C@@H:11]3[C@@H:16]([CH2:17][C@@H:8]([C:6]([OH:7])=[O:5])[NH:9][CH2:10]3)[CH2:15]2)[CH:20]=[N:21][CH:22]=1)=[O:25])[CH3:28]. The catalyst class is: 33. (5) Reactant: [CH3:1][C:2]1[CH:3]=[CH:4][C:5]([N+:10]([O-:12])=[O:11])=[C:6]([CH2:8][OH:9])[CH:7]=1.[Cr](O[Cr]([O-])(=O)=O)([O-])(=O)=O.[NH+]1C=CC=CC=1.[NH+]1C=CC=CC=1. Product: [CH3:1][C:2]1[CH:3]=[CH:4][C:5]([N+:10]([O-:12])=[O:11])=[C:6]([CH:7]=1)[CH:8]=[O:9]. The catalyst class is: 4. (6) Reactant: Cl[C:2]([O:4][CH2:5]Cl)=[O:3].[CH2:7]([OH:9])[CH3:8].N1C=CC=CC=1.[I-].[Na+].[C:18]([OH:21])(=[S:20])[CH3:19]. Product: [C:2](=[O:3])([O:4][CH2:5][S:20][C:18](=[O:21])[CH3:19])[O:9][CH2:7][CH3:8]. The catalyst class is: 10. (7) Reactant: [CH3:1][NH:2][C:3]1[N:8]=[C:7]([CH2:9][CH2:10][OH:11])[CH:6]=[CH:5][CH:4]=1.[O:12]1[C:16]2[CH:17]=[CH:18][C:19]([CH:21]([CH2:28][C:29]3[CH:33]=[C:32](O)[N:31]([CH3:35])[N:30]=3)[CH2:22][C:23]([O:25]CC)=[O:24])=[CH:20][C:15]=2[O:14][CH2:13]1.C1(P(C2C=CC=CC=2)C2C=CC=CC=2)C=CC=CC=1.N(C(OC(C)C)=O)=NC(OC(C)C)=O. Product: [O:12]1[C:16]2[CH:17]=[CH:18][C:19]([CH:21]([CH2:28][C:29]3[CH:33]=[C:32]([O:11][CH2:10][CH2:9][C:7]4[CH:6]=[CH:5][CH:4]=[C:3]([NH:2][CH3:1])[N:8]=4)[N:31]([CH3:35])[N:30]=3)[CH2:22][C:23]([OH:25])=[O:24])=[CH:20][C:15]=2[O:14][CH2:13]1. The catalyst class is: 1.